From a dataset of NCI-60 drug combinations with 297,098 pairs across 59 cell lines. Regression. Given two drug SMILES strings and cell line genomic features, predict the synergy score measuring deviation from expected non-interaction effect. (1) Drug 1: CCCS(=O)(=O)NC1=C(C(=C(C=C1)F)C(=O)C2=CNC3=C2C=C(C=N3)C4=CC=C(C=C4)Cl)F. Drug 2: C(=O)(N)NO. Cell line: U251. Synergy scores: CSS=5.18, Synergy_ZIP=-3.26, Synergy_Bliss=-2.51, Synergy_Loewe=-1.09, Synergy_HSA=-1.43. (2) Drug 1: C1CN(CCN1C(=O)CCBr)C(=O)CCBr. Drug 2: COC1=C2C(=CC3=C1OC=C3)C=CC(=O)O2. Cell line: ACHN. Synergy scores: CSS=39.8, Synergy_ZIP=1.32, Synergy_Bliss=0.846, Synergy_Loewe=-12.7, Synergy_HSA=-0.397.